Dataset: Catalyst prediction with 721,799 reactions and 888 catalyst types from USPTO. Task: Predict which catalyst facilitates the given reaction. (1) Reactant: Cl[C:2]1[C:7]([N+:8]([O-:10])=[O:9])=[CH:6][CH:5]=[C:4]([Cl:11])[N:3]=1.Cl.[CH3:13][O:14][C:15](=[O:24])[C@H:16]([CH2:18][CH2:19][C:20]([O:22][CH3:23])=[O:21])[NH2:17].C([O-])(O)=O.[Na+]. Product: [Cl:11][C:4]1[N:3]=[C:2]([NH:17][C@@H:16]([CH2:18][CH2:19][C:20]([O:22][CH3:23])=[O:21])[C:15]([O:14][CH3:13])=[O:24])[C:7]([N+:8]([O-:10])=[O:9])=[CH:6][CH:5]=1. The catalyst class is: 7. (2) Reactant: C([Li])CCC.[C:6]([Si:10]([O:13][CH2:14][C:15]1[CH:20]=[C:19]([O:21][CH2:22][CH3:23])[C:18](I)=[C:17]([O:25][CH2:26][CH3:27])[CH:16]=1)([CH3:12])[CH3:11])([CH3:9])([CH3:8])[CH3:7].[C:28]1(=[O:32])[CH2:31][CH2:30][CH2:29]1.C(=O)([O-])O.[Na+].Cl. The catalyst class is: 476. Product: [Si:10]([O:13][CH2:14][C:15]1[CH:20]=[C:19]([O:21][CH2:22][CH3:23])[C:18]([C:28]2([OH:32])[CH2:31][CH2:30][CH2:29]2)=[C:17]([O:25][CH2:26][CH3:27])[CH:16]=1)([C:6]([CH3:9])([CH3:8])[CH3:7])([CH3:12])[CH3:11]. (3) Reactant: [Cl-].ClC[P+](C)(C)C.[CH2:8]([Li])CCC.CCCCCC.[C:19]([O:23][C:24]([NH:26][C:27]1([CH:30]=O)[CH2:29][CH2:28]1)=[O:25])([CH3:22])([CH3:21])[CH3:20].Cl[C:33]([O:35][CH2:36][CH3:37])=[O:34].[Cl-].[Na+]. Product: [C:19]([O:23][C:24]([NH:26][C:27]1([C:30]#[C:8][C:33]([O:35][CH2:36][CH3:37])=[O:34])[CH2:28][CH2:29]1)=[O:25])([CH3:20])([CH3:21])[CH3:22]. The catalyst class is: 7. (4) Reactant: [OH:1][CH2:2][CH:3]1[CH2:7][N:6]([C:8]([C:10]2([S:13][C:14]3[CH:19]=[CH:18][CH:17]=[CH:16][CH:15]=3)[CH2:12][CH2:11]2)=[O:9])[CH2:5][CH:4]1[C:20]1[CH:25]=[CH:24][CH:23]=[CH:22][C:21]=1O.C1(P(C2C=CC=CC=2)C2C=CC=CC=2)C=CC=CC=1.N(C(OC(C)C)=O)=NC(OC(C)C)=O.O1CCCC1. Product: [C:14]1([S:13][C:10]2([C:8]([N:6]3[CH2:5][CH:4]4[C:20]5[CH:21]=[CH:22][CH:23]=[CH:24][C:25]=5[O:1][CH2:2][CH:3]4[CH2:7]3)=[O:9])[CH2:12][CH2:11]2)[CH:19]=[CH:18][CH:17]=[CH:16][CH:15]=1. The catalyst class is: 5. (5) Reactant: [CH3:1][S:2][C:3]1[C:8]2[CH:9]=[C:10]3[N:14]([C:7]=2[CH:6]=[CH:5][N:4]=1)[CH2:13][CH2:12][CH:11]3[CH:15](C(OC)=O)[C:16]([O:18][CH3:19])=[O:17].CS(C)=O.[Na+].[Cl-]. Product: [CH3:19][O:18][C:16](=[O:17])[CH2:15][CH:11]1[C:10]2[N:14]([C:7]3[CH:6]=[CH:5][N:4]=[C:3]([S:2][CH3:1])[C:8]=3[CH:9]=2)[CH2:13][CH2:12]1. The catalyst class is: 6. (6) Reactant: [Si:1]([O:8][C@H:9]1[CH2:14][CH2:13][C@@:12]([C@H:16]2[CH2:24][CH2:23][C@@:22]3([CH3:25])[C@@H:18]([CH2:19][CH2:20][C:21]3=[CH2:26])[C@@H:17]2[CH2:27][NH2:28])([CH3:15])[C@@H:11]([CH2:29][O:30][Si:31]([C:34]([CH3:37])([CH3:36])[CH3:35])([CH3:33])[CH3:32])[CH2:10]1)([C:4]([CH3:7])([CH3:6])[CH3:5])([CH3:3])[CH3:2].[CH:38]1[C:43]([CH:44]=O)=[CH:42][C:41]2[O:46][CH2:47][O:48][C:40]=2[CH:39]=1.[BH4-].[Na+]. Product: [O:48]1[C:40]2[CH:39]=[CH:38][C:43]([CH2:44][NH:28][CH2:27][C@@H:17]3[C@@H:16]([C@@:12]4([CH3:15])[CH2:13][CH2:14][C@H:9]([O:8][Si:1]([C:4]([CH3:7])([CH3:6])[CH3:5])([CH3:3])[CH3:2])[CH2:10][C@@H:11]4[CH2:29][O:30][Si:31]([C:34]([CH3:37])([CH3:36])[CH3:35])([CH3:32])[CH3:33])[CH2:24][CH2:23][C@@:22]4([CH3:25])[C@H:18]3[CH2:19][CH2:20][C:21]4=[CH2:26])=[CH:42][C:41]=2[O:46][CH2:47]1. The catalyst class is: 24.